This data is from Merck oncology drug combination screen with 23,052 pairs across 39 cell lines. The task is: Regression. Given two drug SMILES strings and cell line genomic features, predict the synergy score measuring deviation from expected non-interaction effect. (1) Drug 1: C=CCn1c(=O)c2cnc(Nc3ccc(N4CCN(C)CC4)cc3)nc2n1-c1cccc(C(C)(C)O)n1. Drug 2: Cc1nc(Nc2ncc(C(=O)Nc3c(C)cccc3Cl)s2)cc(N2CCN(CCO)CC2)n1. Cell line: DLD1. Synergy scores: synergy=29.6. (2) Drug 1: O=P1(N(CCCl)CCCl)NCCCO1. Drug 2: C=CCn1c(=O)c2cnc(Nc3ccc(N4CCN(C)CC4)cc3)nc2n1-c1cccc(C(C)(C)O)n1. Cell line: NCIH23. Synergy scores: synergy=-2.38. (3) Drug 1: CCN(CC)CCNC(=O)c1c(C)[nH]c(C=C2C(=O)Nc3ccc(F)cc32)c1C. Drug 2: COC1=C2CC(C)CC(OC)C(O)C(C)C=C(C)C(OC(N)=O)C(OC)C=CC=C(C)C(=O)NC(=CC1=O)C2=O. Cell line: NCIH520. Synergy scores: synergy=-2.53.